Dataset: NCI-60 drug combinations with 297,098 pairs across 59 cell lines. Task: Regression. Given two drug SMILES strings and cell line genomic features, predict the synergy score measuring deviation from expected non-interaction effect. Drug 2: CCN(CC)CCCC(C)NC1=C2C=C(C=CC2=NC3=C1C=CC(=C3)Cl)OC. Drug 1: C1=NC(=NC(=O)N1C2C(C(C(O2)CO)O)O)N. Synergy scores: CSS=14.9, Synergy_ZIP=-7.41, Synergy_Bliss=-0.980, Synergy_Loewe=-3.17, Synergy_HSA=-1.11. Cell line: UO-31.